Dataset: Retrosynthesis with 50K atom-mapped reactions and 10 reaction types from USPTO. Task: Predict the reactants needed to synthesize the given product. (1) Given the product COc1cc(N2CCN(C(=O)Cn3nc(C(F)(F)F)c(Cl)c3-c3ccccc3F)CC2)ccc1Cl, predict the reactants needed to synthesize it. The reactants are: COc1cc(N2CCN(C(=O)CCl)CC2)ccc1Cl.Fc1ccccc1-c1[nH]nc(C(F)(F)F)c1Cl. (2) The reactants are: CC(=O)OC(C)=O.CCCCCC(CCCN)OC1CCCCO1. Given the product CCCCCC(CCCNC(C)=O)OC1CCCCO1, predict the reactants needed to synthesize it. (3) Given the product COc1ccc(F)c(-c2cncc(C3(c4ccc(OS(C)(=O)=O)cc4)N=C(N)N(C)C3=O)c2)c1, predict the reactants needed to synthesize it. The reactants are: CN1C(=O)C(c2ccc(OS(C)(=O)=O)cc2)(c2cncc(Br)c2)N=C1N.COc1ccc(F)c(B(O)O)c1.